From a dataset of Forward reaction prediction with 1.9M reactions from USPTO patents (1976-2016). Predict the product of the given reaction. (1) Given the reactants [Cl:1][C:2]1[CH:7]=[CH:6][C:5]([S:8]([NH:11][C@H:12]([CH2:15][C:16]2[CH:21]=[CH:20][CH:19]=[CH:18][CH:17]=2)[CH2:13][OH:14])(=[O:10])=[O:9])=[CH:4][CH:3]=1.[CH3:22][O:23][C:24](=[O:33])[C:25]1[CH:30]=[CH:29][C:28]([CH2:31]Br)=[CH:27][CH:26]=1, predict the reaction product. The product is: [Cl:1][C:2]1[CH:7]=[CH:6][C:5]([S:8]([N:11]([CH2:31][C:28]2[CH:29]=[CH:30][C:25]([C:24]([O:23][CH3:22])=[O:33])=[CH:26][CH:27]=2)[C@H:12]([CH2:15][C:16]2[CH:17]=[CH:18][CH:19]=[CH:20][CH:21]=2)[CH2:13][OH:14])(=[O:9])=[O:10])=[CH:4][CH:3]=1. (2) Given the reactants [C:1](#[N:5])[CH2:2][C:3]#[N:4].[CH:6](OCC)(OCC)[O:7][CH2:8][CH3:9], predict the reaction product. The product is: [CH2:8]([O:7][CH:6]=[C:2]([C:1]#[N:5])[C:3]#[N:4])[CH3:9]. (3) Given the reactants Cl[C:2]1[N:7]=[CH:6][C:5]([C:8]2[N:12]3[N:13]=[C:14]([C:17]4[CH:22]=[CH:21][C:20]([O:23][CH2:24][CH3:25])=[C:19]([O:26][CH3:27])[CH:18]=4)[CH:15]=[CH:16][C:11]3=[N:10][C:9]=2[CH3:28])=[CH:4][CH:3]=1.CC1(C)C(C)(C)OB([C:37]2[CH:38]=[CH:39][C:40]([C:43]#[N:44])=[N:41][CH:42]=2)O1.C([O-])([O-])=O.[K+].[K+], predict the reaction product. The product is: [CH2:24]([O:23][C:20]1[CH:21]=[CH:22][C:17]([C:14]2[CH:15]=[CH:16][C:11]3[N:12]([C:8]([C:5]4[CH:4]=[CH:3][C:2]([C:37]5[CH:42]=[N:41][C:40]([C:43]#[N:44])=[CH:39][CH:38]=5)=[N:7][CH:6]=4)=[C:9]([CH3:28])[N:10]=3)[N:13]=2)=[CH:18][C:19]=1[O:26][CH3:27])[CH3:25]. (4) The product is: [S:1]1[C:5]2[CH:6]=[CH:7][CH:8]=[CH:9][C:4]=2[C:3]([N:10]2[CH2:15][CH2:14][N:13]([CH2:16][CH2:17][C:18]3[CH:19]=[C:20]4[C:24](=[CH:25][CH:26]=3)[CH2:23][C@H:22]([N:27]([CH3:32])[C:28](=[O:30])[CH3:29])[CH2:21]4)[CH2:12][CH2:11]2)=[N:2]1. Given the reactants [S:1]1[C:5]2[CH:6]=[CH:7][CH:8]=[CH:9][C:4]=2[C:3]([N:10]2[CH2:15][CH2:14][N:13]([CH2:16][CH2:17][C:18]3[CH:19]=[C:20]4[C:24](=[CH:25][CH:26]=3)[CH2:23][C@H:22]([NH:27][C:28](=[O:30])[CH3:29])[CH2:21]4)[CH2:12][CH2:11]2)=[N:2]1.I[CH3:32], predict the reaction product. (5) Given the reactants [OH:1][N:2]1[C:6](=[O:7])[C:5]2=[CH:8][CH:9]=[CH:10][CH:11]=[C:4]2[C:3]1=[O:12].Br[CH2:14][C:15]#[N:16].CCN(CC)CC, predict the reaction product. The product is: [O:7]=[C:6]1[C:5]2[C:4](=[CH:11][CH:10]=[CH:9][CH:8]=2)[C:3](=[O:12])[N:2]1[O:1][CH2:14][C:15]#[N:16].